This data is from NCI-60 drug combinations with 297,098 pairs across 59 cell lines. The task is: Regression. Given two drug SMILES strings and cell line genomic features, predict the synergy score measuring deviation from expected non-interaction effect. Drug 1: CC1C(C(CC(O1)OC2CC(CC3=C2C(=C4C(=C3O)C(=O)C5=C(C4=O)C(=CC=C5)OC)O)(C(=O)C)O)N)O.Cl. Drug 2: C1CNP(=O)(OC1)N(CCCl)CCCl. Cell line: HCT116. Synergy scores: CSS=11.9, Synergy_ZIP=0.486, Synergy_Bliss=-1.75, Synergy_Loewe=-22.0, Synergy_HSA=-0.623.